From a dataset of Full USPTO retrosynthesis dataset with 1.9M reactions from patents (1976-2016). Predict the reactants needed to synthesize the given product. Given the product [C:36]([NH:1][C@@H:2]([CH2:17][C:18]1[C:26]2[C:21](=[CH:22][CH:23]=[CH:24][CH:25]=2)[NH:20][CH:19]=1)[C:3]([NH:5][C@@H:6]([CH2:10][S:11][S:12][C:13]([CH3:14])([CH3:16])[CH3:15])[C:7]([OH:9])=[O:8])=[O:4])(=[O:38])[CH3:37], predict the reactants needed to synthesize it. The reactants are: [NH2:1][C@@H:2]([CH2:17][C:18]1[C:26]2[C:21](=[CH:22][CH:23]=[CH:24][CH:25]=2)[NH:20][CH:19]=1)[C:3]([NH:5][C@@H:6]([CH2:10][S:11][S:12][C:13]([CH3:16])([CH3:15])[CH3:14])[C:7]([OH:9])=[O:8])=[O:4].C(N(C(C)C)C(C)C)C.[C:36](OC(=O)C)(=[O:38])[CH3:37].